From a dataset of Reaction yield outcomes from USPTO patents with 853,638 reactions. Predict the reaction yield, written as a fraction of the theoretical maximum amount of product (1.0 means a 100% yield; for example, 0.34 means a 34% yield). (1) The reactants are [CH2:1]([O:8][C:9]1[CH:10]=[C:11]([CH:13]=[CH:14][CH:15]=1)[NH2:12])[C:2]1[CH:7]=[CH:6][CH:5]=[CH:4][CH:3]=1.[Br:16][C:17]1[N:22]=[C:21]([CH:23]=O)[CH:20]=[CH:19][CH:18]=1.C(O[BH-](OC(=O)C)OC(=O)C)(=O)C.[Na+].C(O)(=O)C.C(=O)(O)[O-].[Na+]. The catalyst is ClCCCl.ClCCl. The product is [CH2:1]([O:8][C:9]1[CH:10]=[C:11]([NH:12][CH2:23][C:21]2[CH:20]=[CH:19][CH:18]=[C:17]([Br:16])[N:22]=2)[CH:13]=[CH:14][CH:15]=1)[C:2]1[CH:3]=[CH:4][CH:5]=[CH:6][CH:7]=1. The yield is 0.800. (2) The reactants are [CH2:1]([O:3][C:4]([C:7]1[CH:11]=[C:10]([NH2:12])[N:9]([C:13]2[CH:18]=[CH:17][CH:16]=[CH:15][CH:14]=2)[N:8]=1)([CH3:6])[CH3:5])[CH3:2].Cl[C:20]([O:22][C:23]1[CH:28]=[CH:27][CH:26]=[CH:25][CH:24]=1)=[O:21].C([O-])([O-])=O.[K+].[K+]. The catalyst is C1COCC1. The product is [CH2:1]([O:3][C:4]([C:7]1[CH:11]=[C:10]([NH:12][C:20](=[O:21])[O:22][C:23]2[CH:28]=[CH:27][CH:26]=[CH:25][CH:24]=2)[N:9]([C:13]2[CH:18]=[CH:17][CH:16]=[CH:15][CH:14]=2)[N:8]=1)([CH3:6])[CH3:5])[CH3:2]. The yield is 0.930. (3) The reactants are Cl.[OH:2][C:3]1[CH:13]=[C:12]([O:14][CH2:15][CH2:16][O:17][CH2:18][CH2:19][O:20][CH3:21])[CH:11]=[CH:10][C:4]=1[C:5](=[NH:9])OCC.Cl.N[CH2:24][C:25]([NH:31]Cl)([CH3:30])[C:26]([O:28][CH3:29])=[O:27].CCN(CC)CC. The catalyst is CO. The product is [OH:2][C:3]1[CH:13]=[C:12]([O:14][CH2:15][CH2:16][O:17][CH2:18][CH2:19][O:20][CH3:21])[CH:11]=[CH:10][C:4]=1[C:5]1[NH:9][CH2:24][C:25]([CH3:30])([C:26]([O:28][CH3:29])=[O:27])[N:31]=1. The yield is 0.500.